Dataset: Forward reaction prediction with 1.9M reactions from USPTO patents (1976-2016). Task: Predict the product of the given reaction. (1) The product is: [CH3:3][O:4][C:5]([C:7]1[N:8]([C:35]2[CH:40]=[CH:39][CH:38]=[CH:37][CH:36]=2)[C:9]2[C:14]([C:15](=[O:33])[C:16]=1[CH2:17][C:18]1[CH:19]=[CH:20][C:21]([S:24]([N:27]3[CH2:32][CH2:31][NH:30][CH2:29][CH2:28]3)(=[O:26])=[O:25])=[CH:22][CH:23]=1)=[CH:13][CH:12]=[C:11]([Cl:34])[CH:10]=2)=[O:6]. Given the reactants Cl.Cl.[CH3:3][O:4][C:5]([C:7]1[N:8]([C:35]2[CH:40]=[CH:39][CH:38]=[CH:37][CH:36]=2)[C:9]2[C:14]([C:15](=[O:33])[C:16]=1[CH2:17][C:18]1[CH:23]=[CH:22][C:21]([S:24]([N:27]3[CH2:32][CH2:31][NH:30][CH2:29][CH2:28]3)(=[O:26])=[O:25])=[CH:20][CH:19]=1)=[CH:13][CH:12]=[C:11]([Cl:34])[CH:10]=2)=[O:6].Cl, predict the reaction product. (2) Given the reactants [N+:1]([C:4]1[CH:13]=[CH:12][CH:11]=[C:6]([C:7]([O:9][CH3:10])=[O:8])[C:5]=1[NH2:14])([O-])=O, predict the reaction product. The product is: [NH2:1][C:4]1[CH:13]=[CH:12][CH:11]=[C:6]([C:7]([O:9][CH3:10])=[O:8])[C:5]=1[NH2:14]. (3) Given the reactants Br[CH2:2][C:3]1[CH:8]=[CH:7][C:6]([CH2:9][N:10]2[CH2:23][CH2:22][CH2:21][N:20]([C:24]([O:26][C:27]([CH3:30])([CH3:29])[CH3:28])=[O:25])[CH2:19][CH2:18][N:17]([C:31]([O:33][C:34]([CH3:37])([CH3:36])[CH3:35])=[O:32])[CH2:16][CH2:15][CH2:14][N:13]([C:38]([O:40][C:41]([CH3:44])([CH3:43])[CH3:42])=[O:39])[CH2:12][CH2:11]2)=[CH:5][CH:4]=1.[C:45]([N:48]1[CH2:53][CH2:52][NH:51][CH2:50][CH2:49]1)(=[O:47])[CH3:46].C(=O)([O-])[O-].[K+].[K+], predict the reaction product. The product is: [C:45]([N:48]1[CH2:53][CH2:52][N:51]([CH2:2][C:3]2[CH:8]=[CH:7][C:6]([CH2:9][N:10]3[CH2:23][CH2:22][CH2:21][N:20]([C:24]([O:26][C:27]([CH3:30])([CH3:29])[CH3:28])=[O:25])[CH2:19][CH2:18][N:17]([C:31]([O:33][C:34]([CH3:37])([CH3:36])[CH3:35])=[O:32])[CH2:16][CH2:15][CH2:14][N:13]([C:38]([O:40][C:41]([CH3:44])([CH3:43])[CH3:42])=[O:39])[CH2:12][CH2:11]3)=[CH:5][CH:4]=2)[CH2:50][CH2:49]1)(=[O:47])[CH3:46]. (4) The product is: [C:16]1([CH:21]=[C:3]2[C:2](=[O:1])[C:11]3[C:6](=[CH:7][C:8]([C:12]([O:14][CH3:15])=[O:13])=[CH:9][CH:10]=3)[O:5][CH2:4]2)[CH2:20][CH2:19][CH2:18][CH:17]=1. Given the reactants [O:1]=[C:2]1[C:11]2[C:6](=[CH:7][C:8]([C:12]([O:14][CH3:15])=[O:13])=[CH:9][CH:10]=2)[O:5][CH2:4][CH2:3]1.[C:16]1([CH:21]=O)[CH2:20][CH2:19][CH2:18][CH:17]=1.N1CCCC1, predict the reaction product. (5) Given the reactants [Cl:1][C:2]1[CH:11]=[C:10]2[C:5]([C:6]([C:12]3[CH:17]=[CH:16][CH:15]=[CH:14][CH:13]=3)=[CH:7][CH:8]=[N:9]2)=[CH:4][CH:3]=1.C1C=C(Cl)C=C(C(OO)=O)C=1.[CH3:29][N:30](C)C(Cl)=O.C[Si](C#N)(C)C.C([O-])(O)=O.[Na+], predict the reaction product. The product is: [Cl:1][C:2]1[CH:11]=[C:10]2[C:5]([C:6]([C:12]3[CH:17]=[CH:16][CH:15]=[CH:14][CH:13]=3)=[CH:7][C:8]([C:29]#[N:30])=[N:9]2)=[CH:4][CH:3]=1. (6) Given the reactants [CH3:1][C:2]([NH2:6])([C:4]#[CH:5])[CH3:3].[NH2:7][C:8]1[C:16]([F:17])=[CH:15][CH:14]=[CH:13][C:9]=1[C:10](O)=[O:11].CCN=C=NCCCN(C)C.CCN(C(C)C)C(C)C.C1C=CC2N(O)N=NC=2C=1, predict the reaction product. The product is: [NH2:7][C:8]1[C:16]([F:17])=[CH:15][CH:14]=[CH:13][C:9]=1[C:10]([NH:6][C:2]([CH3:3])([C:4]#[CH:5])[CH3:1])=[O:11].